This data is from Reaction yield outcomes from USPTO patents with 853,638 reactions. The task is: Predict the reaction yield, written as a fraction of the theoretical maximum amount of product (1.0 means a 100% yield; for example, 0.34 means a 34% yield). The reactants are [F:1][C:2]1[CH:7]=[CH:6][C:5]([C@@H:8]2[CH2:13][CH2:12][NH:11][CH2:10][C@H:9]2[CH2:14][OH:15])=[CH:4][CH:3]=1.[C:16](=[O:19])([O-])[O-:17].[Na+].[Na+]. The catalyst is ClCCl. The product is [C:2]1([O:17][C:16]([N:11]2[CH2:12][CH2:13][C@@H:8]([C:5]3[CH:6]=[CH:7][C:2]([F:1])=[CH:3][CH:4]=3)[C@H:9]([CH2:14][OH:15])[CH2:10]2)=[O:19])[CH:7]=[CH:6][CH:5]=[CH:4][CH:3]=1. The yield is 0.680.